Dataset: Forward reaction prediction with 1.9M reactions from USPTO patents (1976-2016). Task: Predict the product of the given reaction. (1) The product is: [CH3:1][C@@:2]([OH:34])([C:30]([CH3:33])([CH3:32])[CH3:31])[C@@H:3]1[C@:8]2([O:28][CH3:29])[C@@H:9]3[O:23][C:18]4=[C:19]([OH:22])[CH:20]=[CH:21][C:16]5=[C:17]4[C@:10]43[CH2:11][CH2:12][N:13]([CH2:24][CH:25]3[CH2:26][CH2:27]3)[C@H:14]([CH2:15]5)[C@@:5]4([CH2:6][CH2:7]2)[CH2:4]1.[C:36]([O-:41])(=[O:22])[C:37]([CH3:40])([CH3:39])[CH3:38]. Given the reactants [CH3:1][C@@:2]([OH:34])([C:30]([CH3:33])([CH3:32])[CH3:31])[C@@H:3]1[C@:8]2([O:28][CH3:29])[C@@H:9]3[O:23][C:18]4=[C:19]([OH:22])[CH:20]=[CH:21][C:16]5=[C:17]4[C@:10]43[CH2:11][CH2:12][N:13]([CH2:24][CH:25]3[CH2:27][CH2:26]3)[C@H:14]([CH2:15]5)[C@@:5]4([CH2:6][CH2:7]2)[CH2:4]1.Cl.[C:36](Cl)(=[O:41])[C:37]([CH3:40])([CH3:39])[CH3:38], predict the reaction product. (2) Given the reactants [N+:1]([C:4]1[CH:5]=[C:6]([C:13]([N:15]2[CH2:20][CH2:19][N:18]([CH2:21][CH3:22])[CH2:17][CH2:16]2)=O)[CH:7]=[CH:8][C:9]=1[N+:10]([O-:12])=[O:11])([O-:3])=[O:2].[BH4-].[Na+].B(F)(F)F.CCOCC, predict the reaction product. The product is: [N+:1]([C:4]1[CH:5]=[C:6]([CH:7]=[CH:8][C:9]=1[N+:10]([O-:12])=[O:11])[CH2:13][N:15]1[CH2:20][CH2:19][N:18]([CH2:21][CH3:22])[CH2:17][CH2:16]1)([O-:3])=[O:2]. (3) Given the reactants [F:1][C:2]1[CH:3]=[C:4]([CH2:9][C:10]([OH:12])=O)[CH:5]=[C:6]([F:8])[CH:7]=1.[NH2:13][C@H:14]([C:16]([C:18]1([NH2:39])[N:24]=[C:23]([C:25]2[CH:30]=[CH:29][CH:28]=[CH:27][C:26]=2[Cl:31])[C:22]2[CH:32]=[C:33]([Cl:36])[CH:34]=[CH:35][C:21]=2[N:20]([CH3:37])[C:19]1=[O:38])=[O:17])[CH3:15], predict the reaction product. The product is: [F:8][C:6]1[CH:5]=[C:4]([CH2:9][C:10]([NH:13][C@H:14]([C:16]([C:18]2([NH2:39])[N:24]=[C:23]([C:25]3[CH:30]=[CH:29][CH:28]=[CH:27][C:26]=3[Cl:31])[C:22]3[CH:32]=[C:33]([Cl:36])[CH:34]=[CH:35][C:21]=3[N:20]([CH3:37])[C:19]2=[O:38])=[O:17])[CH3:15])=[O:12])[CH:3]=[C:2]([F:1])[CH:7]=1. (4) Given the reactants [Cl:1][C:2]1[CH:7]=[CH:6][C:5]([C:8]2[C:13]([CH3:14])=[N:12][NH:11][C:10](=O)[C:9]=2[C:16]2[C:21]([Cl:22])=[N:20][CH:19]=[CH:18][N:17]=2)=[CH:4][CH:3]=1.P(Cl)(Cl)([Cl:25])=O, predict the reaction product. The product is: [Cl:25][C:10]1[N:11]=[N:12][C:13]([CH3:14])=[C:8]([C:5]2[CH:6]=[CH:7][C:2]([Cl:1])=[CH:3][CH:4]=2)[C:9]=1[C:16]1[C:21]([Cl:22])=[N:20][CH:19]=[CH:18][N:17]=1. (5) Given the reactants [C:1]([O:5][C:6]([O:8][C:9]1[CH:10]=[CH:11][C:12]([C@@H:20]([O:50][Si:51]([C:54]([CH3:57])([CH3:56])[CH3:55])([CH3:53])[CH3:52])[CH2:21][N:22]([CH2:30][CH2:31][CH2:32][CH2:33][CH2:34][CH2:35][O:36][CH2:37][CH2:38][CH2:39][CH2:40][C:41]2[CH:46]=[CH:45][C:44]([N+:47]([O-:49])=[O:48])=[CH:43][CH:42]=2)[C:23](=[O:29])[O:24][C:25]([CH3:28])([CH3:27])[CH3:26])=[C:13]2[C:18]=1[NH:17][C:16](=[O:19])[CH:15]=[CH:14]2)=[O:7])([CH3:4])([CH3:3])[CH3:2].[C:58]([O:62][C:63](O[C:63]([O:62][C:58]([CH3:61])([CH3:60])[CH3:59])=[O:64])=[O:64])([CH3:61])([CH3:60])[CH3:59].C(N(CC)CC)C, predict the reaction product. The product is: [C:58]([O:62][C:63]([O:19][C:16]1[CH:15]=[CH:14][C:13]2[C:18](=[C:9]([O:8][C:6]([O:5][C:1]([CH3:2])([CH3:3])[CH3:4])=[O:7])[CH:10]=[CH:11][C:12]=2[C@@H:20]([O:50][Si:51]([C:54]([CH3:57])([CH3:56])[CH3:55])([CH3:53])[CH3:52])[CH2:21][N:22]([CH2:30][CH2:31][CH2:32][CH2:33][CH2:34][CH2:35][O:36][CH2:37][CH2:38][CH2:39][CH2:40][C:41]2[CH:46]=[CH:45][C:44]([N+:47]([O-:49])=[O:48])=[CH:43][CH:42]=2)[C:23](=[O:29])[O:24][C:25]([CH3:28])([CH3:27])[CH3:26])[N:17]=1)=[O:64])([CH3:61])([CH3:60])[CH3:59]. (6) Given the reactants [NH2:1][C:2]1[CH:7]=[CH:6][CH:5]=[CH:4][CH:3]=1.Br[C:9]1[CH:14]=[CH:13][C:12]([C:15]2[CH:20]=[CH:19][CH:18]=[CH:17][CH:16]=2)=[CH:11][CH:10]=1, predict the reaction product. The product is: [C:2]1([NH:1][C:20]2[C:15]([C:12]3[CH:11]=[CH:10][CH:9]=[CH:14][CH:13]=3)=[CH:16][CH:17]=[CH:18][CH:19]=2)[CH:7]=[CH:6][CH:5]=[CH:4][CH:3]=1.